Dataset: In vitro SARS-CoV-2 activity screen of 1,480 approved drugs from Prestwick library. Task: Binary Classification. Given a drug SMILES string, predict its activity (active/inactive) in a high-throughput screening assay against a specified biological target. (1) The molecule is CCC[C@H](N[C@@H](C)C(=O)N1[C@H](C(=O)O)C[C@@H]2CCCC[C@@H]21)C(=O)OCC. The result is 0 (inactive). (2) The drug is C[C@@H](O)[C@H]1C(=O)N2C(C(=O)O)=C(S[C@@H]3CN[C@H](CNS(N)(=O)=O)C3)[C@H](C)[C@H]12.O. The result is 0 (inactive). (3) The molecule is CCOc1ccc(NC(C)=O)cc1. The result is 0 (inactive). (4) The molecule is CC(CCc1ccccc1)NCC(O)c1ccc(O)c(C(N)=O)c1.Cl. The result is 0 (inactive). (5) The compound is NC12CC3CC(CC(C3)C1)C2.NC12CC3CC(CC(C3)C1)C2.O=C(O)/C=C/C(=O)O. The result is 0 (inactive).